Dataset: Reaction yield outcomes from USPTO patents with 853,638 reactions. Task: Predict the reaction yield, written as a fraction of the theoretical maximum amount of product (1.0 means a 100% yield; for example, 0.34 means a 34% yield). (1) The product is [CH2:20]=[C:21]([C:26]([O:17][CH2:16][C:15]([F:19])([F:18])[F:14])([F:28])[F:27])[C:22]([F:25])([F:24])[F:23]. The catalyst is COCCOCCOC. The reactants are C(N(CCCC)CCCC)CCC.[F:14][C:15]([F:19])([F:18])[CH2:16][OH:17].[CH2:20]=[C:21]([C:26](OS(F)(=O)=O)([F:28])[F:27])[C:22]([F:25])([F:24])[F:23]. The yield is 0.300. (2) The product is [NH:1]1[C:5]2[CH:6]=[CH:7][CH:8]=[CH:9][C:4]=2[N:3]=[C:2]1[CH2:10][N:11]([CH2:12][C:13]1[CH:14]=[CH:15][C:16]([CH2:19][NH:20][C:40]([C@@H:39]2[CH2:43][CH2:44][CH2:45][NH:38]2)=[O:41])=[CH:17][CH:18]=1)[CH:21]1[C:30]2[N:29]=[CH:28][CH:27]=[CH:26][C:25]=2[CH2:24][CH2:23][CH2:22]1. The catalyst is C(Cl)Cl.C(=O)(O)[O-].[Na+]. The yield is 0.850. The reactants are [NH:1]1[C:5]2[CH:6]=[CH:7][CH:8]=[CH:9][C:4]=2[N:3]=[C:2]1[CH2:10][N:11]([CH:21]1[C:30]2[N:29]=[CH:28][CH:27]=[CH:26][C:25]=2[CH2:24][CH2:23][CH2:22]1)[CH2:12][C:13]1[CH:18]=[CH:17][C:16]([CH2:19][NH2:20])=[CH:15][CH:14]=1.C(OC([N:38]1[CH2:45][CH2:44][CH2:43][C@H:39]1[C:40](O)=[O:41])=O)(C)(C)C.C(N(CC)C(C)C)(C)C.O.ON1C2C=CC=CC=2N=N1.Cl.CN(C)CCCN=C=NCC. (3) The reactants are [CH3:1][C:2]([O:5][C:6]([N:8]1[CH2:12][CH2:11][C@H:10]([CH2:13][C:14]([OH:16])=[O:15])[CH2:9]1)=[O:7])([CH3:4])[CH3:3].Cl.[CH2:18](N=C=NCCCN(C)C)[CH3:19].C(O)C. The catalyst is C(OCC)C.CN(C)C1C=CN=CC=1. The product is [CH2:18]([O:15][C:14](=[O:16])[CH2:13][C@H:10]1[CH2:11][CH2:12][N:8]([C:6]([O:5][C:2]([CH3:1])([CH3:3])[CH3:4])=[O:7])[CH2:9]1)[CH3:19]. The yield is 0.950. (4) The reactants are [CH2:1]([O:3][C:4]1[CH:12]=[C:11]2[C:7]([CH:8]=[C:9]([C:13]3[CH:18]=[CH:17][C:16]([N+:19]([O-:21])=[O:20])=[CH:15][CH:14]=3)[NH:10]2)=[CH:6][CH:5]=1)[CH3:2].C([O-])([O-])=O.[Cs+].[Cs+].CN(C=O)C.Br[CH2:34][CH:35]1[CH2:37][CH2:36]1. The catalyst is O. The product is [CH:35]1([CH2:34][N:10]2[C:11]3[C:7](=[CH:6][CH:5]=[C:4]([O:3][CH2:1][CH3:2])[CH:12]=3)[CH:8]=[C:9]2[C:13]2[CH:14]=[CH:15][C:16]([N+:19]([O-:21])=[O:20])=[CH:17][CH:18]=2)[CH2:37][CH2:36]1. The yield is 0.880. (5) The reactants are [ClH:1].O1CCOCC1.[N:8]1[CH:13]=[CH:12][CH:11]=[C:10]([CH2:14][CH2:15][CH:16]2[CH2:21][N:20](C(OC(C)(C)C)=O)[CH2:19][CH2:18][N:17]2[C:29]([O:31][CH2:32][C:33]2[CH:38]=[CH:37][CH:36]=[CH:35][CH:34]=2)=[O:30])[CH:9]=1. The catalyst is CO. The product is [ClH:1].[ClH:1].[N:8]1[CH:13]=[CH:12][CH:11]=[C:10]([CH2:14][CH2:15][CH:16]2[CH2:21][NH:20][CH2:19][CH2:18][N:17]2[C:29]([O:31][CH2:32][C:33]2[CH:38]=[CH:37][CH:36]=[CH:35][CH:34]=2)=[O:30])[CH:9]=1. The yield is 0.580. (6) The reactants are [CH2:1]([O:4][CH:5]1[CH2:10][CH2:9][CH2:8][CH2:7][O:6]1)[C:2]#[CH:3].C([Li])CCC.[F:16][CH:17]1[C:22](=[O:23])[CH2:21][CH2:20][N:19]([C:24]([O:26][C:27]([CH3:30])([CH3:29])[CH3:28])=[O:25])[CH2:18]1. The catalyst is O1CCCC1. The product is [F:16][CH:17]1[C:22]([OH:23])([C:3]#[C:2][CH2:1][O:4][CH:5]2[CH2:10][CH2:9][CH2:8][CH2:7][O:6]2)[CH2:21][CH2:20][N:19]([C:24]([O:26][C:27]([CH3:30])([CH3:29])[CH3:28])=[O:25])[CH2:18]1. The yield is 0.610. (7) The reactants are P(Cl)(Cl)(Cl)(Cl)Cl.[Cl:7][C:8]1[CH:19]=[CH:18][C:11]([O:12][CH2:13][CH2:14][C:15]([OH:17])=O)=[C:10]([CH3:20])[CH:9]=1.[Cl-].[Al+3].[Cl-].[Cl-]. The catalyst is C1C=CC=CC=1. The product is [Cl:7][C:8]1[CH:19]=[C:18]2[C:11](=[C:10]([CH3:20])[CH:9]=1)[O:12][CH2:13][CH2:14][C:15]2=[O:17]. The yield is 0.500.